This data is from CYP1A2 inhibition data for predicting drug metabolism from PubChem BioAssay. The task is: Regression/Classification. Given a drug SMILES string, predict its absorption, distribution, metabolism, or excretion properties. Task type varies by dataset: regression for continuous measurements (e.g., permeability, clearance, half-life) or binary classification for categorical outcomes (e.g., BBB penetration, CYP inhibition). Dataset: cyp1a2_veith. (1) The molecule is C/C(CCN1CCCc2nc(C)c(C)cc21)=N\OC[C@@H](O)[C@@H]1O[C@@H]2OC(C)(C)O[C@@H]2[C@H]1O. The result is 0 (non-inhibitor). (2) The molecule is O=C(c1cc(C(F)(F)F)cc(C(F)(F)F)c1)N1CCC2(CC1)CCN(c1ccccn1)CC2. The result is 0 (non-inhibitor). (3) The drug is CC1CCN(CC(C)CNC(=O)c2cc(-c3ccccn3)nc3ccccc23)CC1. The result is 0 (non-inhibitor). (4) The drug is COCCN1C(=O)C(=O)/C(=C(/O)c2cccc(OC)c2)C1c1ccco1. The result is 0 (non-inhibitor). (5) The compound is COC(=O)c1ccc(-n2cncn2)c(F)c1. The result is 1 (inhibitor). (6) The result is 1 (inhibitor). The compound is Cc1cnc(CNc2ncnc3ccc(-c4ccccc4Cl)cc23)cn1. (7) The drug is O=C(O)[C@H](Cc1cc(I)c(O)c(I)c1)C1CCCCC1. The result is 0 (non-inhibitor).